Dataset: Forward reaction prediction with 1.9M reactions from USPTO patents (1976-2016). Task: Predict the product of the given reaction. (1) Given the reactants [Mg].II.[CH3:4][O:5][C:6]1[CH:7]=[C:8]([CH:11]=[CH:12][CH:13]=1)[CH2:9]Cl.CN(C)[C:16]([CH:18]1[CH2:20][CH2:19]1)=[O:17], predict the reaction product. The product is: [CH3:4][O:5][C:6]1[CH:7]=[C:8]([CH:11]=[CH:12][CH:13]=1)[CH2:9][C:16]([CH:18]1[CH2:20][CH2:19]1)=[O:17]. (2) Given the reactants ClC(Cl)(O[C:5](=[O:11])OC(Cl)(Cl)Cl)Cl.[NH2:13][C:14]1[CH:23]=[CH:22][C:21]([C:24]([C:26]2[N:30]3[CH:31]=[CH:32][CH:33]=[CH:34][C:29]3=[C:28]([C:35]3[CH:40]=[CH:39][CH:38]=[C:37]([C:41]([O:43][CH3:44])=[O:42])[CH:36]=3)[N:27]=2)=[O:25])=[CH:20][C:15]=1[C:16]([O:18][CH3:19])=[O:17].[F:45][C:46]1[CH:53]=[CH:52][C:49]([CH2:50][NH2:51])=[CH:48][CH:47]=1.C(N(CC)CC)C, predict the reaction product. The product is: [F:45][C:46]1[CH:53]=[CH:52][C:49]([CH2:50][NH:51][C:5]([NH:13][C:14]2[CH:23]=[CH:22][C:21]([C:24]([C:26]3[N:30]4[CH:31]=[CH:32][CH:33]=[CH:34][C:29]4=[C:28]([C:35]4[CH:40]=[CH:39][CH:38]=[C:37]([C:41]([O:43][CH3:44])=[O:42])[CH:36]=4)[N:27]=3)=[O:25])=[CH:20][C:15]=2[C:16]([O:18][CH3:19])=[O:17])=[O:11])=[CH:48][CH:47]=1.